From a dataset of Full USPTO retrosynthesis dataset with 1.9M reactions from patents (1976-2016). Predict the reactants needed to synthesize the given product. (1) Given the product [CH3:21][C@@:13]1([OH:14])[C@H:15]([OH:16])[C@@H:17]([CH2:19][OH:20])[O:18][C@H:12]1[N:4]1[C:5]2[N:6]=[CH:7][N:8]=[C:9]([NH2:11])[C:10]=2[C:2]([C:27]2[O:28][CH:29]=[CH:30][N:31]=2)=[CH:3]1, predict the reactants needed to synthesize it. The reactants are: I[C:2]1[C:10]2[C:9]([NH2:11])=[N:8][CH:7]=[N:6][C:5]=2[N:4]([C@@H:12]2[O:18][C@H:17]([CH2:19][OH:20])[C@@H:15]([OH:16])[C@@:13]2([CH3:21])[OH:14])[CH:3]=1.C([Sn](CCCC)(CCCC)[C:27]1[O:28][CH:29]=[CH:30][N:31]=1)CCC. (2) Given the product [OH:20][CH2:21][CH2:22][N:23]1[CH2:28][CH2:27][N:26]([C:2]2[N:7]=[C:6]([CH3:8])[N:5]=[C:4]([NH:9][C:10]3[S:11][C:12]([C:15]([O:17][CH2:18][CH3:19])=[O:16])=[CH:13][N:14]=3)[CH:3]=2)[CH2:25][CH2:24]1, predict the reactants needed to synthesize it. The reactants are: Br[C:2]1[N:7]=[C:6]([CH3:8])[N:5]=[C:4]([NH:9][C:10]2[S:11][C:12]([C:15]([O:17][CH2:18][CH3:19])=[O:16])=[CH:13][N:14]=2)[CH:3]=1.[OH:20][CH2:21][CH2:22][N:23]1[CH2:28][CH2:27][NH:26][CH2:25][CH2:24]1. (3) Given the product [Cl:15][C:4]1[C:5]2[CH:10]=[C:9]([CH3:11])[O:8][C:6]=2[N:7]=[C:2]([CH3:1])[N:3]=1, predict the reactants needed to synthesize it. The reactants are: [CH3:1][C:2]1[NH:3][C:4](=O)[C:5]2[CH:10]=[C:9]([CH3:11])[O:8][C:6]=2[N:7]=1.O=P(Cl)(Cl)[Cl:15].C(Cl)(Cl)Cl.CCCCCC. (4) Given the product [F:48][C:45]([F:47])([F:46])[C:42]1[N:40]2[N:41]=[C:36]([N:33]3[CH2:34][CH2:35][N:30]([C:27]4[CH:26]=[CH:25][C:24]([O:23][CH2:22][CH2:21][CH2:20][N:16]5[CH2:15][CH2:57][N:56]([C:59]([O:61][C:62]([CH3:63])([CH3:65])[CH3:64])=[O:60])[CH2:55][CH2:54]5)=[CH:29][CH:28]=4)[CH2:31][CH2:32]3)[CH:37]=[CH:38][C:39]2=[N:44][N:43]=1, predict the reactants needed to synthesize it. The reactants are: CC(OC(/N=N/C(OC(C)C)=O)=O)C.[CH3:15][N:16]1[C:20]([CH2:21][CH2:22][O:23][C:24]2[CH:29]=[CH:28][C:27]([N:30]3[CH2:35][CH2:34][N:33]([C:36]4[CH2:37][CH2:38][C:39]5[N:40]([C:42]([C:45]([F:48])([F:47])[F:46])=[N:43][N:44]=5)[N:41]=4)[CH2:32][CH2:31]3)=[CH:26][CH:25]=2)=CC=N1.OCCCN1C[CH2:57][N:56]([C:59]([O:61][C:62]([CH3:65])([CH3:64])[CH3:63])=[O:60])[CH2:55][CH2:54]1.C1(P(C2C=CC=CC=2)C2C=CC=CC=2)C=CC=CC=1.